Dataset: Forward reaction prediction with 1.9M reactions from USPTO patents (1976-2016). Task: Predict the product of the given reaction. (1) Given the reactants Cl[C:2]1[C:11]2[C:6](=[CH:7][CH:8]=[CH:9][CH:10]=2)[N:5]=[C:4]([CH2:12][O:13][C:14]2[CH:19]=[CH:18][C:17]([C:20]3[C:24]([C:25]4[CH:30]=[CH:29][N:28]=[CH:27][CH:26]=4)=[CH:23][N:22]([CH3:31])[N:21]=3)=[CH:16][CH:15]=2)[CH:3]=1.[CH3:32][NH:33][CH3:34].[F-].[Cs+].C(N(C(C)C)CC)(C)C, predict the reaction product. The product is: [CH3:32][N:33]([CH3:34])[C:2]1[C:11]2[C:6](=[CH:7][CH:8]=[CH:9][CH:10]=2)[N:5]=[C:4]([CH2:12][O:13][C:14]2[CH:19]=[CH:18][C:17]([C:20]3[C:24]([C:25]4[CH:30]=[CH:29][N:28]=[CH:27][CH:26]=4)=[CH:23][N:22]([CH3:31])[N:21]=3)=[CH:16][CH:15]=2)[CH:3]=1. (2) Given the reactants CC(C)([O-])C.[K+].[OH:7][CH:8]1[CH2:12][CH2:11][N:10]([C:13]([O:15][C:16]([CH3:19])([CH3:18])[CH3:17])=[O:14])[CH2:9]1.Cl[C:21]1[N:22]=[N:23][C:24]([C:27]2[CH:32]=[CH:31][C:30]([N:33]3[CH:37]=[CH:36][CH:35]=[N:34]3)=[CH:29][C:28]=2[O:38][CH3:39])=[CH:25][CH:26]=1.O, predict the reaction product. The product is: [CH3:39][O:38][C:28]1[CH:29]=[C:30]([N:33]2[CH:37]=[CH:36][CH:35]=[N:34]2)[CH:31]=[CH:32][C:27]=1[C:24]1[N:23]=[N:22][C:21]([O:7][CH:8]2[CH2:12][CH2:11][N:10]([C:13]([O:15][C:16]([CH3:19])([CH3:18])[CH3:17])=[O:14])[CH2:9]2)=[CH:26][CH:25]=1. (3) Given the reactants [CH2:1]([N:8]1[C:17](=[O:18])[C:16]2[C:11](=[CH:12][C:13]([Cl:19])=[CH:14][CH:15]=2)[N:10]=[C:9]1[CH:20]([N:26]([C:38](=[O:46])[C:39]1[CH:44]=[CH:43][C:42]([CH3:45])=[CH:41][CH:40]=1)[CH2:27][CH2:28][CH2:29][NH:30]C(=O)OC(C)(C)C)[C:21]([N:23]([CH3:25])[CH3:24])=[O:22])[C:2]1[CH:7]=[CH:6][CH:5]=[CH:4][CH:3]=1.FC(F)(F)C(O)=O, predict the reaction product. The product is: [NH2:30][CH2:29][CH2:28][CH2:27][N:26]([CH:20]([C:9]1[N:8]([CH2:1][C:2]2[CH:7]=[CH:6][CH:5]=[CH:4][CH:3]=2)[C:17](=[O:18])[C:16]2[C:11](=[CH:12][C:13]([Cl:19])=[CH:14][CH:15]=2)[N:10]=1)[C:21]([N:23]([CH3:25])[CH3:24])=[O:22])[C:38](=[O:46])[C:39]1[CH:40]=[CH:41][C:42]([CH3:45])=[CH:43][CH:44]=1. (4) Given the reactants CN(C(ON1N=NC2C=CC=NC1=2)=[N+](C)C)C.F[P-](F)(F)(F)(F)F.OC(C(F)(F)F)=O.OC(C(F)(F)F)=O.[CH2:39]([N:42]1[C:50]2[CH:49]=[CH:48][C:47]([C:51]([N:53]3[CH2:58][CH2:57][CH:56]([CH3:59])[CH2:55][CH2:54]3)=[O:52])=[CH:46][C:45]=2[C:44]2[CH2:60][NH:61][CH2:62][CH2:63][C:43]1=2)[CH:40]=[CH2:41].[F:64][C:65]([F:70])([CH3:69])[C:66](O)=[O:67].C(N(C(C)C)CC)(C)C, predict the reaction product. The product is: [CH2:39]([N:42]1[C:50]2[CH:49]=[CH:48][C:47]([C:51]([N:53]3[CH2:58][CH2:57][CH:56]([CH3:59])[CH2:55][CH2:54]3)=[O:52])=[CH:46][C:45]=2[C:44]2[CH2:60][N:61]([C:66](=[O:67])[C:65]([F:70])([F:64])[CH3:69])[CH2:62][CH2:63][C:43]1=2)[CH:40]=[CH2:41].